Dataset: Forward reaction prediction with 1.9M reactions from USPTO patents (1976-2016). Task: Predict the product of the given reaction. Given the reactants [O:1]1[CH2:3][C@H:2]1[CH2:4][O:5][C:6]1[CH:13]=[CH:12][CH:11]=[CH:10][C:7]=1[C:8]#[N:9].[N+]([C:17]1C=C(S(OC[C@]2(C)CO2)(=O)=O)C=CC=1)([O-])=O.OC1C=CC=CC=1C#N.C([O-])([O-])=O.[Cs+].[Cs+], predict the reaction product. The product is: [CH3:17][CH:4]([C@@H:2]1[CH2:3][O:1]1)[O:5][C:6]1[CH:13]=[CH:12][CH:11]=[CH:10][C:7]=1[C:8]#[N:9].